From a dataset of Full USPTO retrosynthesis dataset with 1.9M reactions from patents (1976-2016). Predict the reactants needed to synthesize the given product. (1) The reactants are: C(O[C:6]([N:8](C)[CH2:9][C:10]([NH:12][CH2:13][CH2:14][O:15][CH2:16][CH2:17][P+:18]([C:31]1[CH:36]=[CH:35][CH:34]=[CH:33][CH:32]=1)([C:25]1[CH:30]=[CH:29][CH:28]=[CH:27][CH:26]=1)[C:19]1[CH:24]=[CH:23][CH:22]=[CH:21][CH:20]=1)=[O:11])=O)(C)(C)C.[I-].[ClH:39].CCOCC. Given the product [CH3:6][NH:8][CH2:9][C:10]([NH:12][CH2:13][CH2:14][O:15][CH2:16][CH2:17][P+:18]([C:31]1[CH:36]=[CH:35][CH:34]=[CH:33][CH:32]=1)([C:25]1[CH:26]=[CH:27][CH:28]=[CH:29][CH:30]=1)[C:19]1[CH:20]=[CH:21][CH:22]=[CH:23][CH:24]=1)=[O:11].[Cl-:39], predict the reactants needed to synthesize it. (2) Given the product [CH2:1]([O:8][C:9]1[CH:14]=[C:13]([CH2:31][C:32]([CH3:37])([CH3:36])[CH2:33][C:34]#[N:35])[CH:12]=[CH:11][C:10]=1[N:16]1[CH2:17][C:18](=[O:29])[N:19]([CH2:23][CH2:24][Si:25]([CH3:28])([CH3:27])[CH3:26])[S:20]1(=[O:22])=[O:21])[C:2]1[CH:7]=[CH:6][CH:5]=[CH:4][CH:3]=1, predict the reactants needed to synthesize it. The reactants are: [CH2:1]([O:8][C:9]1[CH:14]=[C:13](I)[CH:12]=[CH:11][C:10]=1[N:16]1[S:20](=[O:22])(=[O:21])[N:19]([CH2:23][CH2:24][Si:25]([CH3:28])([CH3:27])[CH3:26])[C:18](=[O:29])[CH2:17]1)[C:2]1[CH:7]=[CH:6][CH:5]=[CH:4][CH:3]=1.I[CH2:31][C:32]([CH3:37])([CH3:36])[CH2:33][C:34]#[N:35]. (3) The reactants are: [CH3:1][N:2]1[CH2:7][CH2:6][NH:5][CH2:4][CH2:3]1.C(N(CC)CC)C.[F:15][C:16]1[CH:21]=[CH:20][C:19]([N:22]2[C:31]3[C:26](=[CH:27][C:28]([F:33])=[C:29](F)[CH:30]=3)[C:25](=[O:34])[N:24]([O:35][CH2:36][C:37]3[CH:42]=[CH:41][CH:40]=[CH:39][CH:38]=3)[C:23]2=[O:43])=[CH:18][CH:17]=1. Given the product [F:33][C:28]1[CH:27]=[CH:26][C:31]([N:22]2[C:19]3[C:20](=[CH:21][C:16]([F:15])=[C:17]([N:5]4[CH2:6][CH2:7][N:2]([CH3:1])[CH2:3][CH2:4]4)[CH:18]=3)[C:25](=[O:34])[N:24]([O:35][CH2:36][C:37]3[CH:38]=[CH:39][CH:40]=[CH:41][CH:42]=3)[C:23]2=[O:43])=[CH:30][CH:29]=1, predict the reactants needed to synthesize it.